From a dataset of Reaction yield outcomes from USPTO patents with 853,638 reactions. Predict the reaction yield, written as a fraction of the theoretical maximum amount of product (1.0 means a 100% yield; for example, 0.34 means a 34% yield). (1) The reactants are [Si:1]([O:8][CH2:9][C@@H:10]1[CH2:14][CH2:13][C@H:12]([CH2:15][O:16][Si:17]([C:20]([CH3:23])([CH3:22])[CH3:21])([CH3:19])[CH3:18])[N:11]1[C:24]1[N:29]=[C:28]([C:30]2[CH:35]=[CH:34][C:33]([N+:36]([O-])=O)=[CH:32][CH:31]=2)[N:27]=[C:26]([N:39]2[CH:44]3[CH2:45][CH2:46][CH:40]2[CH2:41][O:42][CH2:43]3)[N:25]=1)([C:4]([CH3:7])([CH3:6])[CH3:5])([CH3:3])[CH3:2].[H][H]. The catalyst is [Pd].O1CCCC1. The product is [CH:40]12[N:39]([C:26]3[N:25]=[C:24]([N:11]4[C@@H:12]([CH2:15][O:16][Si:17]([C:20]([CH3:22])([CH3:23])[CH3:21])([CH3:19])[CH3:18])[CH2:13][CH2:14][C@H:10]4[CH2:9][O:8][Si:1]([C:4]([CH3:5])([CH3:6])[CH3:7])([CH3:3])[CH3:2])[N:29]=[C:28]([C:30]4[CH:35]=[CH:34][C:33]([NH2:36])=[CH:32][CH:31]=4)[N:27]=3)[CH:44]([CH2:45][CH2:46]1)[CH2:43][O:42][CH2:41]2. The yield is 0.800. (2) The catalyst is CN(C)C=O. The product is [CH3:38][C:22]1[C:21]([CH2:20][O:18][C:15]2[CH:14]=[CH:13][C:12]([CH2:11][CH2:10][CH2:9][CH2:8][N:3]3[CH:7]=[CH:6][N:5]=[N:4]3)=[CH:17][CH:16]=2)=[CH:26][CH:25]=[C:24]([C:27]2[CH:32]=[CH:31][CH:30]=[C:29]([O:33][C:34]([F:36])([F:37])[F:35])[CH:28]=2)[N:23]=1. The reactants are [H-].[Na+].[N:3]1([CH2:8][CH2:9][CH2:10][CH2:11][C:12]2[CH:17]=[CH:16][C:15]([OH:18])=[CH:14][CH:13]=2)[CH:7]=[CH:6][N:5]=[N:4]1.Cl[CH2:20][C:21]1[C:22]([CH3:38])=[N:23][C:24]([C:27]2[CH:32]=[CH:31][CH:30]=[C:29]([O:33][C:34]([F:37])([F:36])[F:35])[CH:28]=2)=[CH:25][CH:26]=1.O. The yield is 0.710. (3) The reactants are [CH2:1]([N:5]1[CH2:10][CH2:9][CH:8]([N:11]2[CH2:16][CH2:15][CH:14]([NH:17]C(=O)OC(C)(C)C)[CH2:13][CH2:12]2)[CH2:7][CH2:6]1)[CH:2]([CH3:4])[CH3:3].[ClH:25]. The catalyst is CO. The product is [ClH:25].[CH2:1]([N:5]1[CH2:6][CH2:7][CH:8]([N:11]2[CH2:12][CH2:13][CH:14]([NH2:17])[CH2:15][CH2:16]2)[CH2:9][CH2:10]1)[CH:2]([CH3:4])[CH3:3]. The yield is 1.00.